From a dataset of NCI-60 drug combinations with 297,098 pairs across 59 cell lines. Regression. Given two drug SMILES strings and cell line genomic features, predict the synergy score measuring deviation from expected non-interaction effect. Drug 1: C1CC(=O)NC(=O)C1N2CC3=C(C2=O)C=CC=C3N. Drug 2: C1=CC(=CC=C1CCC2=CNC3=C2C(=O)NC(=N3)N)C(=O)NC(CCC(=O)O)C(=O)O. Cell line: HS 578T. Synergy scores: CSS=27.5, Synergy_ZIP=11.6, Synergy_Bliss=11.7, Synergy_Loewe=-2.96, Synergy_HSA=10.9.